From a dataset of Forward reaction prediction with 1.9M reactions from USPTO patents (1976-2016). Predict the product of the given reaction. (1) Given the reactants [C:1]([O:9][CH2:10][CH2:11][CH2:12][CH2:13][C:14]#[N:15])(=[O:8])[C:2]1[CH:7]=[CH:6][CH:5]=[CH:4][CH:3]=1.[NH:16]([C:18](=[S:20])[NH2:19])N, predict the reaction product. The product is: [C:1]([O:9][CH2:10][CH2:11][CH2:12][CH2:13][C:14]1[S:20][C:18]([NH2:19])=[N:16][N:15]=1)(=[O:8])[C:2]1[CH:7]=[CH:6][CH:5]=[CH:4][CH:3]=1. (2) Given the reactants C([O-])([O-])=O.[Na+].[Na+].I[C:8]1[CH:9]=[C:10]2[C:15](=[CH:16][CH:17]=1)[N:14]=[CH:13][NH:12][C:11]2=[O:18].[CH:19]([C:21]1[O:25][C:24](B(O)O)=[CH:23][CH:22]=1)=[O:20], predict the reaction product. The product is: [O:18]=[C:11]1[C:10]2[C:15](=[CH:16][CH:17]=[C:8]([C:24]3[O:25][C:21]([CH:19]=[O:20])=[CH:22][CH:23]=3)[CH:9]=2)[N:14]=[CH:13][NH:12]1. (3) Given the reactants C(N(CC1C=CC=CC=1)C1C=C(/C=C/C(O)=O)C=C(F)C=1)C1C=CC=CC=1.[CH2:28]([N:35]([CH2:50][C:51]1[CH:56]=[CH:55][CH:54]=[CH:53][CH:52]=1)[C:36]1[CH:37]=[C:38](/[CH:43]=[CH:44]/[C:45]([O:47]CC)=[O:46])[CH:39]=[CH:40][C:41]=1[F:42])[C:29]1[CH:34]=[CH:33][CH:32]=[CH:31][CH:30]=1, predict the reaction product. The product is: [CH2:50]([N:35]([CH2:28][C:29]1[CH:34]=[CH:33][CH:32]=[CH:31][CH:30]=1)[C:36]1[CH:37]=[C:38](/[CH:43]=[CH:44]/[C:45]([OH:47])=[O:46])[CH:39]=[CH:40][C:41]=1[F:42])[C:51]1[CH:52]=[CH:53][CH:54]=[CH:55][CH:56]=1. (4) Given the reactants [CH3:1][C:2]1[CH:11]=[C:10]([N:12]2[CH2:16][CH2:15][CH2:14][CH2:13]2)[C:9]2[C:4](=[CH:5][C:6]([OH:17])=[CH:7][CH:8]=2)[N:3]=1.[CH3:18][O:19][C:20]1[CH:21]=[C:22]([CH:25]=[CH:26][C:27]=1[O:28][CH3:29])[CH2:23]Cl, predict the reaction product. The product is: [CH3:18][O:19][C:20]1[CH:21]=[C:22]([CH:25]=[CH:26][C:27]=1[O:28][CH3:29])[CH2:23][O:17][C:6]1[CH:5]=[C:4]2[C:9]([C:10]([N:12]3[CH2:16][CH2:15][CH2:14][CH2:13]3)=[CH:11][C:2]([CH3:1])=[N:3]2)=[CH:8][CH:7]=1. (5) Given the reactants C(OC([N:8]([CH2:13][C:14]1[CH:15]=[C:16]([CH:46]=[CH:47][C:48]=1[O:49][CH2:50][CH2:51][N:52]1[CH2:57][CH2:56][O:55][CH2:54][CH2:53]1)[C:17]([O:19][C@H:20]([C:31]1[CH:36]=[CH:35][C:34]([O:37][CH:38]([F:40])[F:39])=[C:33]([O:41][CH2:42][CH:43]2[CH2:45][CH2:44]2)[CH:32]=1)[CH2:21][C:22]1[C:27]([Cl:28])=[CH:26][N+:25]([O-:29])=[CH:24][C:23]=1[Cl:30])=[O:18])[S:9]([CH3:12])(=[O:11])=[O:10])=O)(C)(C)C.O1CCOCC1.C([O-])(O)=O.[Na+], predict the reaction product. The product is: [Cl:28][C:27]1[CH:26]=[N+:25]([O-:29])[CH:24]=[C:23]([Cl:30])[C:22]=1[CH2:21][C@@H:20]([C:31]1[CH:36]=[CH:35][C:34]([O:37][CH:38]([F:39])[F:40])=[C:33]([O:41][CH2:42][CH:43]2[CH2:45][CH2:44]2)[CH:32]=1)[O:19][C:17](=[O:18])[C:16]1[CH:46]=[CH:47][C:48]([O:49][CH2:50][CH2:51][N:52]2[CH2:57][CH2:56][O:55][CH2:54][CH2:53]2)=[C:14]([CH2:13][NH:8][S:9]([CH3:12])(=[O:10])=[O:11])[CH:15]=1. (6) Given the reactants Cl[C:2]1[N:7]=[CH:6][C:5]([C:8]2[C:16]3[C:11](=[CH:12][C:13]([F:17])=[CH:14][CH:15]=3)[N:10]([S:18]([C:21]3[CH:26]=[CH:25][CH:24]=[CH:23][CH:22]=3)(=[O:20])=[O:19])[CH:9]=2)=[CH:4][CH:3]=1.[CH3:27][O:28][C:29]1[CH:42]=[CH:41][C:32]([CH2:33][N:34]2[CH2:39][CH2:38][CH:37]([NH2:40])[CH2:36][CH2:35]2)=[CH:31][CH:30]=1, predict the reaction product. The product is: [F:17][C:13]1[CH:12]=[C:11]2[C:16]([C:8]([C:5]3[CH:4]=[CH:3][C:2]([NH:40][CH:37]4[CH2:36][CH2:35][N:34]([CH2:33][C:32]5[CH:41]=[CH:42][C:29]([O:28][CH3:27])=[CH:30][CH:31]=5)[CH2:39][CH2:38]4)=[N:7][CH:6]=3)=[CH:9][N:10]2[S:18]([C:21]2[CH:26]=[CH:25][CH:24]=[CH:23][CH:22]=2)(=[O:20])=[O:19])=[CH:15][CH:14]=1. (7) Given the reactants Cl[C:2]1[N:7]=[C:6]([NH:8][C@@H:9]2[CH2:14][CH2:13][CH2:12][CH2:11][C@H:10]2[N:15]([CH3:20])[S:16]([CH3:19])(=[O:18])=[O:17])[C:5]([Cl:21])=[CH:4][N:3]=1.[CH3:22][O:23][C:24]1[C:25]([NH2:39])=[CH:26][C:27]2[CH2:33][CH2:32][N:31]([CH2:34][CH2:35][O:36][CH3:37])[CH2:30][CH2:29][C:28]=2[CH:38]=1.C12(CS(O)(=O)=O)C(C)(C)C(CC1)CC2=O.C(=O)([O-])[O-], predict the reaction product. The product is: [Cl:21][C:5]1[C:6]([NH:8][C@@H:9]2[CH2:14][CH2:13][CH2:12][CH2:11][C@H:10]2[N:15]([CH3:20])[S:16]([CH3:19])(=[O:18])=[O:17])=[N:7][C:2]([NH:39][C:25]2[C:24]([O:23][CH3:22])=[CH:38][C:28]3[CH2:29][CH2:30][N:31]([CH2:34][CH2:35][O:36][CH3:37])[CH2:32][CH2:33][C:27]=3[CH:26]=2)=[N:3][CH:4]=1. (8) Given the reactants [H-].[Na+].[CH2:3]([O:5][C:6]([CH2:8][C:9]([C:11]1[CH:12]=[C:13]([CH2:19][CH:20]([CH2:26][CH3:27])[C:21]([O:23][CH2:24][CH3:25])=[O:22])[CH:14]=[CH:15][C:16]=1[O:17][CH3:18])=[O:10])=[O:7])[CH3:4].[F:28][C:29]([F:39])([F:38])[C:30]1[CH:37]=[CH:36][C:33]([CH2:34]Br)=[CH:32][CH:31]=1.Cl, predict the reaction product. The product is: [CH2:3]([O:5][C:6]([CH:8]([CH2:34][C:33]1[CH:32]=[CH:31][C:30]([C:29]([F:28])([F:38])[F:39])=[CH:37][CH:36]=1)[C:9]([C:11]1[CH:12]=[C:13]([CH2:19][CH:20]([CH2:26][CH3:27])[C:21]([O:23][CH2:24][CH3:25])=[O:22])[CH:14]=[CH:15][C:16]=1[O:17][CH3:18])=[O:10])=[O:7])[CH3:4]. (9) Given the reactants C(O[C:4]([C:6]1[C:7]([OH:23])=[C:8]2[CH:16]=[CH:15][N:14]([C:17]3[CH:22]=[CH:21][CH:20]=[CH:19][CH:18]=3)[C:9]2=[C:10]([C:12]#[N:13])[N:11]=1)=[O:5])C.[NH2:24][CH2:25][C:26]([OH:28])=[O:27].C[O-].[Na+].CO, predict the reaction product. The product is: [C:12]([C:10]1[N:11]=[C:6]([C:4]([NH:24][CH2:25][C:26]([OH:28])=[O:27])=[O:5])[C:7]([OH:23])=[C:8]2[CH:16]=[CH:15][N:14]([C:17]3[CH:18]=[CH:19][CH:20]=[CH:21][CH:22]=3)[C:9]=12)#[N:13]. (10) Given the reactants C[NH:2]N.C(O)(C(F)(F)F)=O.[CH3:11][N:12](C)[CH:13]=[C:14]([C:25]1[CH:35]=[CH:34][C:28]2[O:29][CH2:30][C:31](=[O:33])[NH:32][C:27]=2[CH:26]=1)[C:15]([C:17]1[CH:22]=[CH:21][C:20]([F:23])=[CH:19][C:18]=1[CH3:24])=O.O, predict the reaction product. The product is: [F:23][C:20]1[CH:21]=[CH:22][C:17]([C:15]2[C:14]([C:25]3[CH:35]=[CH:34][C:28]4[O:29][CH2:30][C:31](=[O:33])[NH:32][C:27]=4[CH:26]=3)=[CH:13][N:12]([CH3:11])[N:2]=2)=[C:18]([CH3:24])[CH:19]=1.